Dataset: Reaction yield outcomes from USPTO patents with 853,638 reactions. Task: Predict the reaction yield, written as a fraction of the theoretical maximum amount of product (1.0 means a 100% yield; for example, 0.34 means a 34% yield). (1) The reactants are [OH:1][N:2]=[C:3]([NH2:30])[C:4]1[CH:9]=[CH:8][C:7]([C:10]2[C:11]([O:17][CH2:18][C@H:19]3[CH2:21][C@@H:20]3[C:22]3[CH:27]=[CH:26][C:25]([O:28][CH3:29])=[CH:24][N:23]=3)=[N:12][C:13]([CH3:16])=[N:14][CH:15]=2)=[CH:6][CH:5]=1.[C:31]([O:34][CH2:35][C:36](Cl)=O)(=[O:33])[CH3:32]. The catalyst is N1C=CC=CC=1. The product is [C:31]([O:34][CH2:35][C:36]1[O:1][N:2]=[C:3]([C:4]2[CH:9]=[CH:8][C:7]([C:10]3[C:11]([O:17][CH2:18][C@H:19]4[CH2:21][C@@H:20]4[C:22]4[CH:27]=[CH:26][C:25]([O:28][CH3:29])=[CH:24][N:23]=4)=[N:12][C:13]([CH3:16])=[N:14][CH:15]=3)=[CH:6][CH:5]=2)[N:30]=1)(=[O:33])[CH3:32]. The yield is 0.920. (2) The reactants are Cl.[OH:2][C@@:3]1([C:12]#[C:13][C:14]2[CH:15]=[C:16]([CH3:20])[CH:17]=[CH:18][CH:19]=2)[CH2:11][CH2:10][CH2:9][C@@H:8]2[C@H:4]1[CH2:5][CH2:6][NH:7]2.C(N(CC)CC)C.[CH3:28][O:29][C:30](Cl)=[O:31]. The catalyst is C(Cl)Cl. The product is [CH3:28][O:29][C:30]([N:7]1[C@H:8]2[C@H:4]([C@:3]([OH:2])([C:12]#[C:13][C:14]3[CH:15]=[C:16]([CH3:20])[CH:17]=[CH:18][CH:19]=3)[CH2:11][CH2:10][CH2:9]2)[CH2:5][CH2:6]1)=[O:31]. The yield is 0.900. (3) The reactants are [H-].[Na+].[CH2:3]([O:5][C:6](=[O:18])[CH2:7][C:8]1[C:16]2[C:11](=[CH:12][C:13]([Br:17])=[CH:14][CH:15]=2)[NH:10][CH:9]=1)[CH3:4].Br[CH2:20][C:21]1[S:22][C:23]2[CH:29]=[CH:28][CH:27]=[CH:26][C:24]=2[N:25]=1.C([O-])(O)=O.[Na+]. The catalyst is CN(C=O)C. The product is [CH2:3]([O:5][C:6](=[O:18])[CH2:7][C:8]1[C:16]2[C:11](=[CH:12][C:13]([Br:17])=[CH:14][CH:15]=2)[N:10]([CH2:20][C:21]2[S:22][C:23]3[CH:29]=[CH:28][CH:27]=[CH:26][C:24]=3[N:25]=2)[CH:9]=1)[CH3:4]. The yield is 0.480. (4) The reactants are [CH2:1]([O:8][C:9]1[CH:16]=[CH:15][C:12]([CH:13]=[O:14])=[CH:11][C:10]=1[OH:17])[C:2]1[CH:7]=[CH:6][CH:5]=[CH:4][CH:3]=1.[CH:18]1(Br)[CH2:22][CH2:21][CH2:20][CH2:19]1.C([O-])([O-])=O.[K+].[K+]. The catalyst is CN(C=O)C. The product is [CH2:1]([O:8][C:9]1[CH:16]=[CH:15][C:12]([CH:13]=[O:14])=[CH:11][C:10]=1[O:17][CH:18]1[CH2:22][CH2:21][CH2:20][CH2:19]1)[C:2]1[CH:3]=[CH:4][CH:5]=[CH:6][CH:7]=1. The yield is 0.980. (5) The reactants are [CH3:1][O:2][C:3]([C:5]1[S:9][C:8]2[C:10]([C:14]([F:17])([F:16])[F:15])=[CH:11][CH:12]=[CH:13][C:7]=2[C:6]=1[CH:18]1[CH2:23][CH2:22][NH:21][CH2:20][CH2:19]1)=[O:4].C(N(CC)CC)C.C1C[O:34][CH2:33][CH2:32]1.C(Cl)(=O)C. The catalyst is C(OCC)(=O)C. The product is [CH3:1][O:2][C:3]([C:5]1[S:9][C:8]2[C:10]([C:14]([F:16])([F:17])[F:15])=[CH:11][CH:12]=[CH:13][C:7]=2[C:6]=1[CH:18]1[CH2:23][CH2:22][N:21]([C:33](=[O:34])[CH3:32])[CH2:20][CH2:19]1)=[O:4]. The yield is 0.880. (6) The reactants are [Cl:1][C:2]1[CH:3]=[C:4]([CH:13]=[CH:14][CH:15]=1)[CH2:5][C:6]1[S:10][C:9]([CH:11]=O)=[CH:8][CH:7]=1.C(OCC)(=O)C.CO.[NH3:24].CO. The catalyst is [Ni]. The product is [Cl:1][C:2]1[CH:3]=[C:4]([CH:13]=[CH:14][CH:15]=1)[CH2:5][C:6]1[S:10][C:9]([CH2:11][NH2:24])=[CH:8][CH:7]=1. The yield is 0.614. (7) The reactants are Br[C:2]1[CH:9]=[C:8]([F:10])[CH:7]=[C:6]([Br:11])[C:3]=1[CH:4]=[O:5].[C:12]([C:16]1[CH:17]=[C:18]2[C:23](=[C:24]([F:26])[CH:25]=1)[C:22](=[O:27])[NH:21][N:20]=[CH:19]2)([CH3:15])([CH3:14])[CH3:13].CC([O-])=O.[K+].COC1C2C(=C3C(=CC=2)C(OC)=CC=N3)N=CC=1. The catalyst is O1CCOCC1.[Cu]I. The product is [Br:11][C:6]1[CH:7]=[C:8]([F:10])[CH:9]=[C:2]([N:21]2[N:20]=[CH:19][C:18]3[C:23](=[C:24]([F:26])[CH:25]=[C:16]([C:12]([CH3:13])([CH3:15])[CH3:14])[CH:17]=3)[C:22]2=[O:27])[C:3]=1[CH:4]=[O:5]. The yield is 0.300. (8) The reactants are Cl[CH2:2][C:3](=O)[CH3:4].[NH2:6][C:7]1[CH:12]=[CH:11][C:10]([O:13][CH3:14])=[CH:9][N:8]=1. The catalyst is C(O)C. The product is [CH3:4][C:3]1[N:6]=[C:7]2[CH:12]=[CH:11][C:10]([O:13][CH3:14])=[CH:9][N:8]2[CH:2]=1. The yield is 0.540. (9) The reactants are Br[C:2]1[N:7]=[CH:6][C:5]([C:8]#[C:9][Si:10]([CH3:13])([CH3:12])[CH3:11])=[CH:4][N:3]=1.[CH3:14][C:15]1([CH3:21])[CH2:19][NH:18][C:17](=[O:20])[CH2:16]1.C(=O)([O-])[O-].[Cs+].[Cs+]. The catalyst is C1(C)C=CC=CC=1.C1C=CC(/C=C/C(/C=C/C2C=CC=CC=2)=O)=CC=1.C1C=CC(/C=C/C(/C=C/C2C=CC=CC=2)=O)=CC=1.C1C=CC(/C=C/C(/C=C/C2C=CC=CC=2)=O)=CC=1.[Pd].[Pd].CC1(C)C2C(=C(P(C3C=CC=CC=3)C3C=CC=CC=3)C=CC=2)OC2C(P(C3C=CC=CC=3)C3C=CC=CC=3)=CC=CC1=2. The product is [CH3:14][C:15]1([CH3:21])[CH2:19][N:18]([C:2]2[N:7]=[CH:6][C:5]([C:8]#[C:9][Si:10]([CH3:13])([CH3:12])[CH3:11])=[CH:4][N:3]=2)[C:17](=[O:20])[CH2:16]1. The yield is 0.730. (10) The product is [CH:1]1([C:7]2[CH:8]=[C:9]([CH:14]3[C:23]([CH3:25])([CH3:24])[CH2:22][C:21]4[C:16](=[CH:17][CH:18]=[C:19]([C:26]([NH:35][S:32]([CH:29]5[CH2:31][CH2:30]5)(=[O:34])=[O:33])=[O:27])[CH:20]=4)[NH:15]3)[CH:10]=[C:11]([F:13])[CH:12]=2)[CH2:6][CH2:5][CH2:4][CH2:3][CH2:2]1. The yield is 0.200. The catalyst is CN(C)C1C=CN=CC=1.ClCCl. The reactants are [CH:1]1([C:7]2[CH:8]=[C:9]([CH:14]3[C:23]([CH3:25])([CH3:24])[CH2:22][C:21]4[C:16](=[CH:17][CH:18]=[C:19]([C:26](O)=[O:27])[CH:20]=4)[NH:15]3)[CH:10]=[C:11]([F:13])[CH:12]=2)[CH2:6][CH2:5][CH2:4][CH2:3][CH2:2]1.[CH:29]1([S:32]([NH2:35])(=[O:34])=[O:33])[CH2:31][CH2:30]1.